Task: Predict the reactants needed to synthesize the given product.. Dataset: Full USPTO retrosynthesis dataset with 1.9M reactions from patents (1976-2016) Given the product [CH3:21][C:3]1([CH3:22])[CH:2]([C:23]2[S:24][CH:25]=[CH:26][CH:27]=2)[C:6]2[CH:7]=[C:8]([NH:13][C:14](=[O:20])[CH2:15][C:16]([CH3:19])([CH3:18])[CH3:17])[C:9]([CH3:12])=[C:10]([CH3:11])[C:5]=2[O:4]1, predict the reactants needed to synthesize it. The reactants are: O[C:2]1([C:23]2[S:24][CH:25]=[CH:26][CH:27]=2)[C:6]2[CH:7]=[C:8]([NH:13][C:14](=[O:20])[CH2:15][C:16]([CH3:19])([CH3:18])[CH3:17])[C:9]([CH3:12])=[C:10]([CH3:11])[C:5]=2[O:4][C:3]1([CH3:22])[CH3:21].